Task: Predict the product of the given reaction.. Dataset: Forward reaction prediction with 1.9M reactions from USPTO patents (1976-2016) (1) Given the reactants C1(P(C2C=CC=CC=2)C2C=CC=CC=2)C=CC=CC=1.C1(C#N)CC=CCC=1C#N.CCCC[N+](CCCC)(CCCC)CCCC.[N-:47]=[N+:48]=[N-:49].[F:50][C:51]1[N:56]=[CH:55][C:54]([CH:57](O)[CH3:58])=[CH:53][CH:52]=1, predict the reaction product. The product is: [N:47]([CH:57]([C:54]1[CH:53]=[CH:52][C:51]([F:50])=[N:56][CH:55]=1)[CH3:58])=[N+:48]=[N-:49]. (2) Given the reactants [N:1]1[C:10]2[C:5](=[CH:6][CH:7]=[CH:8][C:9]=2[C:11](=[O:13])[CH3:12])[CH:4]=[CH:3][CH:2]=1.[Si:14](OS(C(F)(F)F)(=O)=O)([C:17]([CH3:20])([CH3:19])[CH3:18])([CH3:16])[CH3:15], predict the reaction product. The product is: [Si:14]([O:13][C:11]([C:9]1[CH:8]=[CH:7][CH:6]=[C:5]2[C:10]=1[N:1]=[CH:2][CH:3]=[CH:4]2)=[CH2:12])([C:17]([CH3:20])([CH3:19])[CH3:18])([CH3:16])[CH3:15].